From a dataset of NCI-60 drug combinations with 297,098 pairs across 59 cell lines. Regression. Given two drug SMILES strings and cell line genomic features, predict the synergy score measuring deviation from expected non-interaction effect. (1) Drug 1: COC1=CC(=CC(=C1O)OC)C2C3C(COC3=O)C(C4=CC5=C(C=C24)OCO5)OC6C(C(C7C(O6)COC(O7)C8=CC=CS8)O)O. Drug 2: CC1C(C(CC(O1)OC2CC(CC3=C2C(=C4C(=C3O)C(=O)C5=C(C4=O)C(=CC=C5)OC)O)(C(=O)C)O)N)O.Cl. Cell line: SW-620. Synergy scores: CSS=18.5, Synergy_ZIP=-10.7, Synergy_Bliss=-9.85, Synergy_Loewe=-9.99, Synergy_HSA=-6.94. (2) Drug 1: CN(C)N=NC1=C(NC=N1)C(=O)N. Drug 2: CC1=C(C(CCC1)(C)C)C=CC(=CC=CC(=CC(=O)O)C)C. Cell line: HCC-2998. Synergy scores: CSS=5.23, Synergy_ZIP=0.258, Synergy_Bliss=2.66, Synergy_Loewe=1.32, Synergy_HSA=1.04. (3) Drug 1: CS(=O)(=O)C1=CC(=C(C=C1)C(=O)NC2=CC(=C(C=C2)Cl)C3=CC=CC=N3)Cl. Drug 2: CCCCCOC(=O)NC1=NC(=O)N(C=C1F)C2C(C(C(O2)C)O)O. Cell line: HS 578T. Synergy scores: CSS=5.84, Synergy_ZIP=2.79, Synergy_Bliss=7.54, Synergy_Loewe=-0.0574, Synergy_HSA=0.629. (4) Drug 1: CN(C)C1=NC(=NC(=N1)N(C)C)N(C)C. Drug 2: C#CCC(CC1=CN=C2C(=N1)C(=NC(=N2)N)N)C3=CC=C(C=C3)C(=O)NC(CCC(=O)O)C(=O)O. Cell line: HS 578T. Synergy scores: CSS=-3.34, Synergy_ZIP=2.18, Synergy_Bliss=-2.03, Synergy_Loewe=-30.8, Synergy_HSA=-9.20. (5) Drug 1: CC1=CC=C(C=C1)C2=CC(=NN2C3=CC=C(C=C3)S(=O)(=O)N)C(F)(F)F. Drug 2: C1=NC(=NC(=O)N1C2C(C(C(O2)CO)O)O)N. Cell line: MDA-MB-231. Synergy scores: CSS=8.44, Synergy_ZIP=2.78, Synergy_Bliss=2.79, Synergy_Loewe=-0.199, Synergy_HSA=1.21. (6) Drug 1: C1=CC(=CC=C1CCC2=CNC3=C2C(=O)NC(=N3)N)C(=O)NC(CCC(=O)O)C(=O)O. Drug 2: C(=O)(N)NO. Cell line: HCC-2998. Synergy scores: CSS=36.9, Synergy_ZIP=-4.92, Synergy_Bliss=-5.92, Synergy_Loewe=-1.68, Synergy_HSA=1.29. (7) Drug 1: CCC1(CC2CC(C3=C(CCN(C2)C1)C4=CC=CC=C4N3)(C5=C(C=C6C(=C5)C78CCN9C7C(C=CC9)(C(C(C8N6C=O)(C(=O)OC)O)OC(=O)C)CC)OC)C(=O)OC)O.OS(=O)(=O)O. Drug 2: COC1=NC(=NC2=C1N=CN2C3C(C(C(O3)CO)O)O)N. Cell line: HOP-92. Synergy scores: CSS=15.1, Synergy_ZIP=-1.93, Synergy_Bliss=0.235, Synergy_Loewe=-1.54, Synergy_HSA=-1.53. (8) Drug 1: CC1CCC2CC(C(=CC=CC=CC(CC(C(=O)C(C(C(=CC(C(=O)CC(OC(=O)C3CCCCN3C(=O)C(=O)C1(O2)O)C(C)CC4CCC(C(C4)OC)O)C)C)O)OC)C)C)C)OC. Drug 2: CC1=C(C(=O)C2=C(C1=O)N3CC4C(C3(C2COC(=O)N)OC)N4)N. Cell line: LOX IMVI. Synergy scores: CSS=45.6, Synergy_ZIP=-5.83, Synergy_Bliss=-6.36, Synergy_Loewe=-3.28, Synergy_HSA=-0.581. (9) Drug 1: CS(=O)(=O)C1=CC(=C(C=C1)C(=O)NC2=CC(=C(C=C2)Cl)C3=CC=CC=N3)Cl. Drug 2: CCN(CC)CCCC(C)NC1=C2C=C(C=CC2=NC3=C1C=CC(=C3)Cl)OC. Cell line: RXF 393. Synergy scores: CSS=36.2, Synergy_ZIP=1.23, Synergy_Bliss=9.02, Synergy_Loewe=9.43, Synergy_HSA=11.5. (10) Drug 1: C1=CC(=CC=C1CCC2=CNC3=C2C(=O)NC(=N3)N)C(=O)NC(CCC(=O)O)C(=O)O. Drug 2: CC1CCCC2(C(O2)CC(NC(=O)CC(C(C(=O)C(C1O)C)(C)C)O)C(=CC3=CSC(=N3)C)C)C. Cell line: BT-549. Synergy scores: CSS=11.8, Synergy_ZIP=-6.91, Synergy_Bliss=-0.557, Synergy_Loewe=-0.0391, Synergy_HSA=0.271.